From a dataset of Reaction yield outcomes from USPTO patents with 853,638 reactions. Predict the reaction yield, written as a fraction of the theoretical maximum amount of product (1.0 means a 100% yield; for example, 0.34 means a 34% yield). (1) The reactants are I[C:2]1[CH:7]=[CH:6][CH:5]=[C:4]([N+:8]([O-:10])=[O:9])[CH:3]=1.[N:11]1[CH:16]=[CH:15][CH:14]=[C:13](B(O)O)[CH:12]=1.C([O-])([O-])=O.[Na+].[Na+].O. The catalyst is COCCOC.C1C=CC([P]([Pd]([P](C2C=CC=CC=2)(C2C=CC=CC=2)C2C=CC=CC=2)([P](C2C=CC=CC=2)(C2C=CC=CC=2)C2C=CC=CC=2)[P](C2C=CC=CC=2)(C2C=CC=CC=2)C2C=CC=CC=2)(C2C=CC=CC=2)C2C=CC=CC=2)=CC=1. The product is [N+:8]([C:4]1[CH:3]=[C:2]([C:13]2[CH:12]=[N:11][CH:16]=[CH:15][CH:14]=2)[CH:7]=[CH:6][CH:5]=1)([O-:10])=[O:9]. The yield is 0.780. (2) The reactants are C(Cl)(Cl)Cl.[F:5][C:6]([F:11])([F:10])[C:7]([OH:9])=[O:8].C(OC(=O)[NH:18][C:19](=[NH:53])[C:20]1[S:21][C:22]([S:51][CH3:52])=[C:23]([S:25]([C:28]2[CH:29]=[C:30]([C:34]3[C:39]([CH3:40])=[CH:38][CH:37]=[CH:36][C:35]=3[NH:41][C:42](=[O:50])[CH2:43][CH2:44][CH2:45][S:46](=[O:49])(=[O:48])[NH2:47])[CH:31]=[CH:32][CH:33]=2)(=[O:27])=[O:26])[CH:24]=1)(C)(C)C. No catalyst specified. The product is [F:5][C:6]([F:11])([F:10])[C:7]([OH:9])=[O:8].[C:19]([C:20]1[S:21][C:22]([S:51][CH3:52])=[C:23]([S:25]([C:28]2[CH:29]=[C:30]([C:34]3[C:39]([CH3:40])=[CH:38][CH:37]=[CH:36][C:35]=3[NH:41][C:42](=[O:50])[CH2:43][CH2:44][CH2:45][S:46](=[O:49])(=[O:48])[NH2:47])[CH:31]=[CH:32][CH:33]=2)(=[O:26])=[O:27])[CH:24]=1)(=[NH:18])[NH2:53]. The yield is 0.360. (3) The reactants are [F:1][C:2]([F:12])([F:11])[C:3]1[CH:4]=[C:5]([CH:8]=[CH:9][CH:10]=1)[CH:6]=[CH2:7].II.[CH3:15][C:16]1[CH:17]=[CH:18][C:19]([S:22]([NH:25]Cl)(=[O:24])=[O:23])=[CH:20][CH:21]=1. The catalyst is C(#N)C.O. The product is [S:22]([N:25]1[CH2:7][CH:6]1[C:5]1[CH:8]=[CH:9][CH:10]=[C:3]([C:2]([F:11])([F:12])[F:1])[CH:4]=1)([C:19]1[CH:20]=[CH:21][C:16]([CH3:15])=[CH:17][CH:18]=1)(=[O:24])=[O:23]. The yield is 0.880. (4) The reactants are [OH:1][CH2:2][CH2:3][N:4]1[C:8]2C(C#N)=CC=[CH:12][C:7]=2[N:6]=[CH:5]1.[Li][CH3:16].O.[CH2:18]1[CH2:22][O:21][CH2:20][CH2:19]1. No catalyst specified. The product is [OH:1][CH2:2][CH2:3][N:4]1[C:8]2[C:18]([C:22](=[O:21])[CH3:16])=[CH:19][CH:20]=[CH:12][C:7]=2[N:6]=[CH:5]1. The yield is 0.800. (5) The reactants are [Br:1][C:2]1[C:7]([Cl:8])=[CH:6][CH:5]=[CH:4][C:3]=1[CH2:9][OH:10].C(=O)([O-])O.[Na+].S([O-])([O-])(=O)=S.[Na+].[Na+]. The catalyst is C(Cl)Cl. The product is [Br:1][C:2]1[C:7]([Cl:8])=[CH:6][CH:5]=[CH:4][C:3]=1[CH:9]=[O:10]. The yield is 0.940. (6) The reactants are C(OC(=O)C)(=O)C.[CH:8]([OH:10])=O.[NH2:11][C:12]1[CH:17]=[CH:16][C:15]([C:18]#[C:19][C:20]2[N:21]([CH2:33][CH3:34])[C:22]3[C:27]([C:28]=2[C:29]#[N:30])=[CH:26][CH:25]=[C:24]([O:31][CH3:32])[CH:23]=3)=[CH:14][CH:13]=1.C(OC=O)(=O)C. The catalyst is C1COCC1. The product is [C:29]([C:28]1[C:27]2[C:22](=[CH:23][C:24]([O:31][CH3:32])=[CH:25][CH:26]=2)[N:21]([CH2:33][CH3:34])[C:20]=1[C:19]#[C:18][C:15]1[CH:16]=[CH:17][C:12]([NH:11][CH:8]=[O:10])=[CH:13][CH:14]=1)#[N:30]. The yield is 0.960. (7) The product is [SH:1][C:2]1[CH:3]=[C:4]([CH:8]=[CH:9][CH:10]=1)[C:5]([O:7][CH3:16])=[O:6]. No catalyst specified. The yield is 0.770. The reactants are [SH:1][C:2]1[CH:3]=[C:4]([CH:8]=[CH:9][CH:10]=1)[C:5]([OH:7])=[O:6].S(=O)(=O)(O)O.[CH3:16]O.